Dataset: Reaction yield outcomes from USPTO patents with 853,638 reactions. Task: Predict the reaction yield, written as a fraction of the theoretical maximum amount of product (1.0 means a 100% yield; for example, 0.34 means a 34% yield). The reactants are [BH4-].[Na+].[CH2:3]([O:5][C:6]1[CH:7]=[C:8]([C:15]2[S:16][CH:17]=[C:18]([CH2:20][CH2:21][C:22]([C:24]3[CH:29]=[CH:28][CH:27]=[CH:26][C:25]=3[O:30][CH3:31])=[O:23])[N:19]=2)[CH:9]=[CH:10][C:11]=1[O:12][CH2:13][CH3:14])[CH3:4].[Cl-].[NH4+]. The catalyst is C1COCC1.CO. The product is [CH2:3]([O:5][C:6]1[CH:7]=[C:8]([C:15]2[S:16][CH:17]=[C:18]([CH2:20][CH2:21][CH:22]([C:24]3[CH:29]=[CH:28][CH:27]=[CH:26][C:25]=3[O:30][CH3:31])[OH:23])[N:19]=2)[CH:9]=[CH:10][C:11]=1[O:12][CH2:13][CH3:14])[CH3:4]. The yield is 0.730.